The task is: Predict the product of the given reaction.. This data is from Forward reaction prediction with 1.9M reactions from USPTO patents (1976-2016). (1) Given the reactants Br.[NH2:2][C:3]1[C:4]([OH:17])=[C:5]([C:9]2[CH:10]=[C:11]([C:14]([OH:16])=[O:15])[O:12][CH:13]=2)[CH:6]=[CH:7][CH:8]=1.[N:18]([O-])=O.[Na+].[CH3:22][C:23]1[CH2:24][C:25](=[O:38])[N:26]([C:28]2[CH:37]=[CH:36][C:35]3[CH2:34][CH2:33][CH2:32][CH2:31][C:30]=3[CH:29]=2)[N:27]=1.C(=O)(O)[O-].[Na+], predict the reaction product. The product is: [OH:17][C:4]1[C:3]([NH:2]/[N:18]=[C:24]2/[C:23]([CH3:22])=[N:27][N:26]([C:28]3[CH:37]=[CH:36][C:35]4[CH2:34][CH2:33][CH2:32][CH2:31][C:30]=4[CH:29]=3)[C:25]/2=[O:38])=[CH:8][CH:7]=[CH:6][C:5]=1[C:9]1[CH:10]=[C:11]([C:14]([OH:16])=[O:15])[O:12][CH:13]=1. (2) Given the reactants [C:1]([O:5][CH:6]([C:11]1[N:16]([CH3:17])[C:15](=[O:18])[C:14]2[NH:19][CH:20]=[CH:21][C:13]=2[C:12]=1[C:22]1[CH:27]=[CH:26][C:25]([Cl:28])=[CH:24][CH:23]=1)[C:7]([O:9]C)=[O:8])([CH3:4])([CH3:3])[CH3:2].Br[CH2:30][CH2:31][N:32]1[CH2:37][CH2:36][CH2:35][CH2:34][CH2:33]1, predict the reaction product. The product is: [C:1]([O:5][CH:6]([C:11]1[N:16]([CH3:17])[C:15](=[O:18])[C:14]2[N:19]([CH2:30][CH2:31][N:32]3[CH2:37][CH2:36][CH2:35][CH2:34][CH2:33]3)[CH:20]=[CH:21][C:13]=2[C:12]=1[C:22]1[CH:27]=[CH:26][C:25]([Cl:28])=[CH:24][CH:23]=1)[C:7]([OH:9])=[O:8])([CH3:2])([CH3:3])[CH3:4]. (3) Given the reactants NC1C=CC(C)=C(CO)C=1.[NH2:11][C:12]1[CH:13]=[CH:14][C:15]([CH3:22])=[C:16]([CH:21]=1)[C:17]([O:19][CH3:20])=O.[H-].[Al+3].[Li+].[H-].[H-].[H-].O.O.O.O.O.O.O.O.O.O.S([O-])([O-])(=O)=O.[Na+].[Na+], predict the reaction product. The product is: [CH3:20][O:19][CH2:17][C:16]1[CH:21]=[C:12]([CH:13]=[CH:14][C:15]=1[CH3:22])[NH2:11]. (4) The product is: [CH3:32][C:26]([CH3:25])([CH3:27])[CH2:44][CH2:42][N:38]([CH2:39][CH3:41])[C:17](=[O:19])[CH2:16][N:7]1[C:8]2[C:13](=[CH:12][CH:11]=[C:10]([O:14][CH3:15])[CH:9]=2)[C:5]([C:3](=[O:4])[C:2]([CH3:21])([CH3:20])[CH3:1])=[N:6]1. Given the reactants [CH3:1][C:2]([CH3:21])([CH3:20])[C:3]([C:5]1[C:13]2[C:8](=[CH:9][C:10]([O:14][CH3:15])=[CH:11][CH:12]=2)[N:7]([CH2:16][C:17]([OH:19])=O)[N:6]=1)=[O:4].C1C=C[C:25]2N(O)N=N[C:26]=2[CH:27]=1.[CH2:32](Cl)CCl.CC[N:38]([CH:42]([CH3:44])C)[CH:39]([CH3:41])C, predict the reaction product. (5) The product is: [CH3:1][O:2][C:3]1[CH:4]=[C:5]([CH:6]=[C:7]([N+:9]([O-:11])=[O:10])[CH:8]=1)[CH:12]=[O:13]. Given the reactants [CH3:1][O:2][C:3]1[CH:4]=[C:5]([CH2:12][OH:13])[CH:6]=[C:7]([N+:9]([O-:11])=[O:10])[CH:8]=1.[Cr](O[Cr]([O-])(=O)=O)([O-])(=O)=O.[NH+]1C=CC=CC=1.[NH+]1C=CC=CC=1, predict the reaction product.